From a dataset of Forward reaction prediction with 1.9M reactions from USPTO patents (1976-2016). Predict the product of the given reaction. (1) Given the reactants I[C:2]1[CH:7]=[CH:6][CH:5]=[CH:4][C:3]=1[N+:8]([O-:10])=[O:9].[CH3:11][CH2:12][CH2:13][CH2:14][CH2:15][CH3:16].[C:17](OCC)(=[O:19])C, predict the reaction product. The product is: [N+:8]([C:3]1[CH:4]=[CH:5][CH:6]=[CH:7][C:2]=1[CH:17]([CH:13]1[CH2:12][CH2:11][CH2:16][CH2:15][CH2:14]1)[OH:19])([O-:10])=[O:9]. (2) Given the reactants [OH:1][CH:2]([CH3:20])[CH2:3][NH:4][C:5](=[O:19])[C:6]([NH:8][C:9]1[CH:14]=[CH:13][CH:12]=[C:11]([C:15]([F:18])([F:17])[F:16])[CH:10]=1)=[O:7].C(#N)C.Br([O-])(=O)=O.[Na+], predict the reaction product. The product is: [O:1]=[C:2]([CH3:20])[CH2:3][NH:4][C:5](=[O:19])[C:6]([NH:8][C:9]1[CH:14]=[CH:13][CH:12]=[C:11]([C:15]([F:16])([F:17])[F:18])[CH:10]=1)=[O:7].